Dataset: Full USPTO retrosynthesis dataset with 1.9M reactions from patents (1976-2016). Task: Predict the reactants needed to synthesize the given product. Given the product [CH3:21][O:20][CH:3]([O:2][CH3:1])[CH2:4][O:5][C:6]1[C:7]([CH3:19])=[C:8]([C:9]([C:35]2[CH:36]=[N:37][N:38]([CH3:39])[C:34]=2[OH:33])=[O:11])[CH:12]=[CH:13][C:14]=1[S:15]([CH3:18])(=[O:17])=[O:16], predict the reactants needed to synthesize it. The reactants are: [CH3:1][O:2][CH:3]([O:20][CH3:21])[CH2:4][O:5][C:6]1[C:7]([CH3:19])=[C:8]([CH:12]=[CH:13][C:14]=1[S:15]([CH3:18])(=[O:17])=[O:16])[C:9]([OH:11])=O.C(Cl)(=O)C(Cl)=O.CN(C=O)C.[OH:33][C:34]1[N:38]([CH3:39])[N:37]=[CH:36][CH:35]=1.